This data is from Reaction yield outcomes from USPTO patents with 853,638 reactions. The task is: Predict the reaction yield, written as a fraction of the theoretical maximum amount of product (1.0 means a 100% yield; for example, 0.34 means a 34% yield). (1) The reactants are [N:1]1[C:10]2[C:5](=[CH:6][CH:7]=[CH:8][C:9]=2[O:11][CH2:12][C:13]([O:15]CC)=O)[CH:4]=[CH:3][CH:2]=1.[NH2:18][CH2:19][C@H:20]([OH:32])[CH2:21][N:22]1[CH2:31][CH2:30][C:29]2[C:24](=[CH:25][CH:26]=[CH:27][CH:28]=2)[CH2:23]1. The catalyst is CCO. The product is [CH2:23]1[C:24]2[C:29](=[CH:28][CH:27]=[CH:26][CH:25]=2)[CH2:30][CH2:31][N:22]1[CH2:21][C@@H:20]([OH:32])[CH2:19][NH:18][C:13](=[O:15])[CH2:12][O:11][C:9]1[CH:8]=[CH:7][CH:6]=[C:5]2[C:10]=1[N:1]=[CH:2][CH:3]=[CH:4]2. The yield is 0.360. (2) The reactants are [CH3:1][C:2]1[C:3]([CH2:21][S:22][C:23]2[NH:27][C:26]3[CH:28]=[CH:29][CH:30]=[CH:31][C:25]=3[N:24]=2)=[N:4][CH:5]=[CH:6][C:7]=1[O:8][CH2:9][CH:10]1[CH2:15][O:14][C:13]2([CH2:20][CH2:19][O:18][CH2:17][CH2:16]2)[O:12][CH2:11]1.C(N(CC)C(C)C)(C)C.[O-]O.C1(C(C)C)C=CC=CC=1.C(=O)([O-])[OH:53].[Na+]. The catalyst is CC(C)[O-].[Ti+4].CC(C)[O-].CC(C)[O-].CC(C)[O-]. The product is [CH3:1][C:2]1[C:3]([CH2:21][S:22]([C:23]2[NH:24][C:25]3[CH:31]=[CH:30][CH:29]=[CH:28][C:26]=3[N:27]=2)=[O:53])=[N:4][CH:5]=[CH:6][C:7]=1[O:8][CH2:9][CH:10]1[CH2:15][O:14][C:13]2([CH2:16][CH2:17][O:18][CH2:19][CH2:20]2)[O:12][CH2:11]1. The yield is 0.437. (3) The reactants are Br[C:2]1[N:6]([CH2:7][C:8]2[CH:13]=[CH:12][C:11]([O:14][CH3:15])=[CH:10][CH:9]=2)[N:5]=[C:4]([O:16][CH3:17])[N:3]=1.[Cl:18][C:19]1[CH:20]=[C:21]([CH:23]=[C:24]([Cl:26])[CH:25]=1)[NH2:22].CC([O-])(C)C.[Na+]. The catalyst is CN(C=O)C. The product is [Cl:18][C:19]1[CH:20]=[C:21]([NH:22][C:2]2[N:6]([CH2:7][C:8]3[CH:13]=[CH:12][C:11]([O:14][CH3:15])=[CH:10][CH:9]=3)[N:5]=[C:4]([O:16][CH3:17])[N:3]=2)[CH:23]=[C:24]([Cl:26])[CH:25]=1. The yield is 0.300.